Dataset: hERG potassium channel inhibition data for cardiac toxicity prediction from Karim et al.. Task: Regression/Classification. Given a drug SMILES string, predict its toxicity properties. Task type varies by dataset: regression for continuous values (e.g., LD50, hERG inhibition percentage) or binary classification for toxic/non-toxic outcomes (e.g., AMES mutagenicity, cardiotoxicity, hepatotoxicity). Dataset: herg_karim. (1) The compound is O=S(=O)(c1ccc(C=Cc2ccc(F)cc2)nc1)c1ccccc1F. The result is 1 (blocker). (2) The compound is CN[C@@H](C)C(=O)N[C@H]1CN(C(=O)CC(C)C)CC[C@H]2CC[C@@H](C(=O)NC(c3ccccc3)c3ccccc3)N2C1=O. The result is 0 (non-blocker).